From a dataset of Full USPTO retrosynthesis dataset with 1.9M reactions from patents (1976-2016). Predict the reactants needed to synthesize the given product. (1) The reactants are: C(OC([NH:8][C@H:9]([C:27]([O:29]C(C)(C)C)=[O:28])[CH2:10][C@H:11]([CH2:19][C:20]1[CH:25]=[CH:24][C:23]([OH:26])=[CH:22][CH:21]=1)[C:12]([O:14]C(C)(C)C)=[O:13])=O)(C)(C)C. Given the product [OH:26][C:23]1[CH:22]=[CH:21][C:20]([CH2:19][C@H:11]([C:12]([OH:14])=[O:13])[CH2:10][C@@H:9]([C:27]([OH:29])=[O:28])[NH2:8])=[CH:25][CH:24]=1, predict the reactants needed to synthesize it. (2) The reactants are: [Cl:1][C:2]1[CH:3]=[C:4]([N:13]2[C:18](=[O:19])[C:17]3[NH:20][CH:21]=[CH:22][C:16]=3[NH:15][C:14]2=[S:23])[CH:5]=[CH:6][C:7]=1[O:8][CH2:9][CH:10]1[CH2:12][CH2:11]1.Br[CH2:25][CH2:26][O:27][CH2:28][CH2:29][O:30][CH2:31][CH3:32].[I-].[Na+].C(=O)([O-])O.[Na+]. Given the product [Cl:1][C:2]1[CH:3]=[C:4]([N:13]2[C:18](=[O:19])[C:17]3[NH:20][CH:21]=[CH:22][C:16]=3[N:15]=[C:14]2[S:23][CH2:25][CH2:26][O:27][CH2:28][CH2:29][O:30][CH2:31][CH3:32])[CH:5]=[CH:6][C:7]=1[O:8][CH2:9][CH:10]1[CH2:11][CH2:12]1, predict the reactants needed to synthesize it. (3) The reactants are: [Cl:1][C:2]1[CH:3]=[C:4]2[C:9](=[C:10]([Cl:12])[CH:11]=1)[CH2:8][N:7]([CH3:13])[CH2:6][CH:5]2[C:14]1[CH:19]=[CH:18][C:17]([S:20](Cl)(=[O:22])=[O:21])=[CH:16][CH:15]=1.C[CH2:25][N:26]([CH:30]([CH3:32])C)[CH:27]([CH3:29])C.[CH2:33]([NH2:38])[CH2:34][CH2:35][CH2:36][NH2:37]. Given the product [CH2:33]([NH:38][S:20]([C:17]1[CH:18]=[CH:19][C:14]([CH:32]2[C:4]3[C:29](=[C:10]([Cl:12])[CH:11]=[C:2]([Cl:1])[CH:3]=3)[CH2:27][N:26]([CH3:25])[CH2:30]2)=[CH:15][CH:16]=1)(=[O:22])=[O:21])[CH2:34][CH2:35][CH2:36][NH:37][S:20]([C:17]1[CH:18]=[CH:19][C:14]([CH:5]2[C:4]3[C:9](=[C:10]([Cl:12])[CH:11]=[C:2]([Cl:1])[CH:3]=3)[CH2:8][N:7]([CH3:13])[CH2:6]2)=[CH:15][CH:16]=1)(=[O:22])=[O:21], predict the reactants needed to synthesize it.